The task is: Predict the reactants needed to synthesize the given product.. This data is from Full USPTO retrosynthesis dataset with 1.9M reactions from patents (1976-2016). (1) Given the product [C:5]([C:7]1[CH:12]=[CH:11][C:10]([NH:13][CH:14]([C:20]2[CH:25]=[CH:24][C:23]([OH:26])=[C:22]([S:28][CH3:29])[CH:21]=2)[C:15]([O:17][CH2:18][CH3:19])=[O:16])=[CH:9][CH:8]=1)#[N:6], predict the reactants needed to synthesize it. The reactants are: B(Br)(Br)Br.[C:5]([C:7]1[CH:12]=[CH:11][C:10]([NH:13][CH:14]([C:20]2[CH:25]=[CH:24][C:23]([O:26]C)=[C:22]([S:28][CH3:29])[CH:21]=2)[C:15]([O:17][CH2:18][CH3:19])=[O:16])=[CH:9][CH:8]=1)#[N:6]. (2) Given the product [CH3:32][S:43]([CH2:3][C:4]1[C:5]([C:26]2[CH:27]=[CH:28][CH:29]=[CH:30][CH:31]=2)=[N:6][C:7]2[C:12]([C:13]=1[C:14]([NH:16][C@H:17]([C:20]1[CH:21]=[CH:22][CH:23]=[CH:24][CH:25]=1)[CH2:18][CH3:19])=[O:15])=[CH:11][CH:10]=[CH:9][CH:8]=2)(=[O:47])=[O:45], predict the reactants needed to synthesize it. The reactants are: CS[CH2:3][C:4]1[C:5]([C:26]2[CH:31]=[CH:30][CH:29]=[CH:28][CH:27]=2)=[N:6][C:7]2[C:12]([C:13]=1[C:14]([NH:16][C@H:17]([C:20]1[CH:25]=[CH:24][CH:23]=[CH:22][CH:21]=1)[CH2:18][CH3:19])=[O:15])=[CH:11][CH:10]=[CH:9][CH:8]=2.[CH:32]1C=C(Cl)C=C(C(OO)=O)C=1.[S:43]([O-:47])([O-])(=[O:45])=S.[Na+].[Na+].O. (3) The reactants are: [C:1]([O:5][C:6]([NH:8][CH2:9][CH2:10][C:11]([OH:13])=O)=[O:7])([CH3:4])([CH3:3])[CH3:2].[CH3:14][S:15]([NH2:18])(=[O:17])=[O:16].CCN=C=NCCCN(C)C. Given the product [CH3:14][S:15]([NH:18][C:11](=[O:13])[CH2:10][CH2:9][NH:8][C:6](=[O:7])[O:5][C:1]([CH3:4])([CH3:3])[CH3:2])(=[O:17])=[O:16], predict the reactants needed to synthesize it.